Regression. Given two drug SMILES strings and cell line genomic features, predict the synergy score measuring deviation from expected non-interaction effect. From a dataset of NCI-60 drug combinations with 297,098 pairs across 59 cell lines. (1) Drug 1: C1=NC2=C(N=C(N=C2N1C3C(C(C(O3)CO)O)F)Cl)N. Drug 2: CC1=C2C(C(=O)C3(C(CC4C(C3C(C(C2(C)C)(CC1OC(=O)C(C(C5=CC=CC=C5)NC(=O)OC(C)(C)C)O)O)OC(=O)C6=CC=CC=C6)(CO4)OC(=O)C)O)C)O. Cell line: EKVX. Synergy scores: CSS=3.18, Synergy_ZIP=3.27, Synergy_Bliss=7.55, Synergy_Loewe=2.21, Synergy_HSA=1.93. (2) Drug 1: COC1=C(C=C2C(=C1)N=CN=C2NC3=CC(=C(C=C3)F)Cl)OCCCN4CCOCC4. Drug 2: CC1=C2C(C(=O)C3(C(CC4C(C3C(C(C2(C)C)(CC1OC(=O)C(C(C5=CC=CC=C5)NC(=O)C6=CC=CC=C6)O)O)OC(=O)C7=CC=CC=C7)(CO4)OC(=O)C)O)C)OC(=O)C. Cell line: SNB-75. Synergy scores: CSS=47.4, Synergy_ZIP=-3.74, Synergy_Bliss=8.42, Synergy_Loewe=11.0, Synergy_HSA=10.9. (3) Drug 1: C1=CC(=C2C(=C1NCCNCCO)C(=O)C3=C(C=CC(=C3C2=O)O)O)NCCNCCO. Drug 2: CCC1(C2=C(COC1=O)C(=O)N3CC4=CC5=C(C=CC(=C5CN(C)C)O)N=C4C3=C2)O.Cl. Cell line: DU-145. Synergy scores: CSS=74.0, Synergy_ZIP=-1.50, Synergy_Bliss=-1.24, Synergy_Loewe=-0.227, Synergy_HSA=0.866. (4) Drug 1: CC(C)(C#N)C1=CC(=CC(=C1)CN2C=NC=N2)C(C)(C)C#N. Drug 2: CC1CCC2CC(C(=CC=CC=CC(CC(C(=O)C(C(C(=CC(C(=O)CC(OC(=O)C3CCCCN3C(=O)C(=O)C1(O2)O)C(C)CC4CCC(C(C4)OC)O)C)C)O)OC)C)C)C)OC. Cell line: IGROV1. Synergy scores: CSS=-9.56, Synergy_ZIP=7.49, Synergy_Bliss=2.51, Synergy_Loewe=-10.8, Synergy_HSA=-10.2. (5) Drug 1: CC1CCC2CC(C(=CC=CC=CC(CC(C(=O)C(C(C(=CC(C(=O)CC(OC(=O)C3CCCCN3C(=O)C(=O)C1(O2)O)C(C)CC4CCC(C(C4)OC)OCCO)C)C)O)OC)C)C)C)OC. Drug 2: C1CN(CCN1C(=O)CCBr)C(=O)CCBr. Cell line: MOLT-4. Synergy scores: CSS=63.8, Synergy_ZIP=-3.72, Synergy_Bliss=-1.96, Synergy_Loewe=-2.78, Synergy_HSA=2.05. (6) Synergy scores: CSS=24.3, Synergy_ZIP=-6.91, Synergy_Bliss=-1.13, Synergy_Loewe=1.10, Synergy_HSA=1.25. Cell line: OVCAR-5. Drug 2: CS(=O)(=O)CCNCC1=CC=C(O1)C2=CC3=C(C=C2)N=CN=C3NC4=CC(=C(C=C4)OCC5=CC(=CC=C5)F)Cl. Drug 1: C1=NC(=NC(=O)N1C2C(C(C(O2)CO)O)O)N. (7) Drug 1: CCCCC(=O)OCC(=O)C1(CC(C2=C(C1)C(=C3C(=C2O)C(=O)C4=C(C3=O)C=CC=C4OC)O)OC5CC(C(C(O5)C)O)NC(=O)C(F)(F)F)O. Synergy scores: CSS=66.0, Synergy_ZIP=3.23, Synergy_Bliss=1.89, Synergy_Loewe=-17.4, Synergy_HSA=1.40. Cell line: MALME-3M. Drug 2: C1CC(=O)NC(=O)C1N2C(=O)C3=CC=CC=C3C2=O. (8) Drug 1: CS(=O)(=O)C1=CC(=C(C=C1)C(=O)NC2=CC(=C(C=C2)Cl)C3=CC=CC=N3)Cl. Drug 2: C1CCC(CC1)NC(=O)N(CCCl)N=O. Cell line: NCI-H522. Synergy scores: CSS=24.0, Synergy_ZIP=1.74, Synergy_Bliss=6.22, Synergy_Loewe=6.35, Synergy_HSA=6.84.